The task is: Predict the reaction yield, written as a fraction of the theoretical maximum amount of product (1.0 means a 100% yield; for example, 0.34 means a 34% yield).. This data is from Reaction yield outcomes from USPTO patents with 853,638 reactions. (1) The product is [I:15][N:4]1[C:5]([CH3:9])([CH3:8])[C:6](=[O:7])[N:2]([CH3:1])[C:3]1=[O:10]. The yield is 0.830. The reactants are [CH3:1][N:2]1[C:6](=[O:7])[C:5]([CH3:9])([CH3:8])[NH:4][C:3]1=[O:10].C(O[I:15](C1C=CC=CC=1)OC(=O)C)(=O)C.II. The catalyst is C1C=CC=CC=1. (2) The reactants are [CH:1]([N:4]1[CH2:10][CH2:9][CH2:8][N:7]([C:11]2[CH:21]=[CH:20][C:14]([C:15]([O:17]CC)=O)=[CH:13][CH:12]=2)[CH2:6][CH2:5]1)([CH3:3])[CH3:2].[CH3:22][O:23][C:24]1[CH:25]=[C:26]([CH2:32][CH2:33][C:34]2[CH:35]=[C:36]([NH2:39])[NH:37][N:38]=2)[CH:27]=[C:28]([O:30][CH3:31])[CH:29]=1.C[Al](C)C.C(Cl)Cl.CCOCC. The catalyst is C1(C)C=CC=CC=1. The product is [CH3:31][O:30][C:28]1[CH:27]=[C:26]([CH2:32][CH2:33][C:34]2[CH:35]=[C:36]([NH:39][C:15](=[O:17])[C:14]3[CH:13]=[CH:12][C:11]([N:7]4[CH2:8][CH2:9][CH2:10][N:4]([CH:1]([CH3:2])[CH3:3])[CH2:5][CH2:6]4)=[CH:21][CH:20]=3)[NH:37][N:38]=2)[CH:25]=[C:24]([O:23][CH3:22])[CH:29]=1. The yield is 0.429.